This data is from Full USPTO retrosynthesis dataset with 1.9M reactions from patents (1976-2016). The task is: Predict the reactants needed to synthesize the given product. Given the product [CH:21]([Si:24]([CH:5]([CH3:6])[CH3:7])([CH:25]([CH3:27])[CH3:26])[C:18]1[S:19][C:15]([C:14]2[S:13][C:12]([Si:24]([CH:28]([CH3:30])[CH3:29])([CH:25]([CH3:27])[CH3:26])[CH:21]([CH3:23])[CH3:22])=[N:11][C:10]=2[Br:9])=[C:16]([Br:20])[N:17]=1)([CH3:23])[CH3:22], predict the reactants needed to synthesize it. The reactants are: C([N-][CH:5]([CH3:7])[CH3:6])(C)C.[Li+].[Br:9][C:10]1[N:11]=[CH:12][S:13][C:14]=1[C:15]1[S:19][CH:18]=[N:17][C:16]=1[Br:20].[CH:21]([Si:24](Cl)([CH:28]([CH3:30])[CH3:29])[CH:25]([CH3:27])[CH3:26])([CH3:23])[CH3:22].